This data is from Forward reaction prediction with 1.9M reactions from USPTO patents (1976-2016). The task is: Predict the product of the given reaction. (1) Given the reactants C([O:3][C:4](=[O:32])[CH2:5][N:6]1[N:10]=[N:9][C:8]([C:11]2[CH:12]=[N:13][C:14]([C:17]3[N:18]=[N:19][N:20]([CH2:22][C:23]4[CH:28]=[C:27]([Cl:29])[C:26]([Cl:30])=[C:25]([Cl:31])[CH:24]=4)[CH:21]=3)=[N:15][CH:16]=2)=[N:7]1)C.[OH-].[Na+], predict the reaction product. The product is: [Cl:29][C:27]1[CH:28]=[C:23]([CH:24]=[C:25]([Cl:31])[C:26]=1[Cl:30])[CH2:22][N:20]1[CH:21]=[C:17]([C:14]2[N:13]=[CH:12][C:11]([C:8]3[N:9]=[N:10][N:6]([CH2:5][C:4]([OH:32])=[O:3])[N:7]=3)=[CH:16][N:15]=2)[N:18]=[N:19]1. (2) Given the reactants [CH:1]([C:3]1[C:7]2=[N:8][C:9]([C:12]([NH:14][C:15]3[CH:16]=[N:17][CH:18]=[CH:19][C:20]=3[N:21]3[CH2:26][CH2:25][CH2:24][C@H:23]([NH:27][C:28](=[O:34])[O:29][C:30]([CH3:33])([CH3:32])[CH3:31])[CH2:22]3)=[O:13])=[CH:10][CH:11]=[C:6]2[S:5][CH:4]=1)=[CH2:2], predict the reaction product. The product is: [CH2:1]([C:3]1[C:7]2=[N:8][C:9]([C:12]([NH:14][C:15]3[CH:16]=[N:17][CH:18]=[CH:19][C:20]=3[N:21]3[CH2:26][CH2:25][CH2:24][C@H:23]([NH:27][C:28](=[O:34])[O:29][C:30]([CH3:33])([CH3:32])[CH3:31])[CH2:22]3)=[O:13])=[CH:10][CH:11]=[C:6]2[S:5][CH:4]=1)[CH3:2]. (3) Given the reactants C([C:3]1([C:12]2[CH:17]=[CH:16][C:15]([Br:18])=[CH:14][CH:13]=2)[N:11]2[CH:6]([CH2:7][CH2:8][CH2:9][CH2:10]2)[CH2:5][CH2:4]1)#N.[H-].[Al+3].[Li+].[H-].[H-].[H-].O.[OH-].[Na+], predict the reaction product. The product is: [Br:18][C:15]1[CH:16]=[CH:17][C:12]([C@H:3]2[N:11]3[C@@H:6]([CH2:7][CH2:8][CH2:9][CH2:10]3)[CH2:5][CH2:4]2)=[CH:13][CH:14]=1. (4) Given the reactants [NH2:1][C:2]1[NH:6][N:5]=[C:4]([NH:7][C:8]2[CH:13]=[CH:12][C:11]([F:14])=[C:10]([Cl:15])[CH:9]=2)[C:3]=1[C:16]([NH2:18])=[O:17].[OH:19][C:20]1[CH:27]=[CH:26][C:23]([CH:24]=O)=[CH:22][CH:21]=1, predict the reaction product. The product is: [Cl:15][C:10]1[CH:9]=[C:8]([NH:7][C:4]2[C:3]([C:16]([NH2:18])=[O:17])=[C:2]([N:1]=[CH:24][C:23]3[CH:26]=[CH:27][C:20]([OH:19])=[CH:21][CH:22]=3)[NH:6][N:5]=2)[CH:13]=[CH:12][C:11]=1[F:14]. (5) Given the reactants [OH:1][C:2]([CH2:4][CH2:5][CH2:6][CH2:7][C@H:8]1[C@@H:16]2[C@@H:11]([NH:12][C:13]([NH:15]2)=[O:14])[CH2:10][S:9]1)=O.[H-].[H-].[H-].[H-].[Li+].[Al+3], predict the reaction product. The product is: [OH:1][CH2:2][CH2:4][CH2:5][CH2:6][CH2:7][CH:8]1[CH:16]2[CH:11]([NH:12][C:13](=[O:14])[NH:15]2)[CH2:10][S:9]1. (6) Given the reactants C[O:2][C:3](=[O:34])[CH2:4][CH:5]([C:19]1[CH:24]=[CH:23][C:22]([O:25][CH:26]([F:28])[F:27])=[C:21]([O:29][CH2:30][CH:31]2[CH2:33][CH2:32]2)[CH:20]=1)[N:6]1[CH2:14][C:13]2[C:8](=[C:9]([N+:15]([O-:17])=[O:16])[CH:10]=[CH:11][CH:12]=2)[C:7]1=[O:18].[OH-].[Na+].Cl, predict the reaction product. The product is: [CH:31]1([CH2:30][O:29][C:21]2[CH:20]=[C:19]([CH:5]([N:6]3[CH2:14][C:13]4[C:8](=[C:9]([N+:15]([O-:17])=[O:16])[CH:10]=[CH:11][CH:12]=4)[C:7]3=[O:18])[CH2:4][C:3]([OH:34])=[O:2])[CH:24]=[CH:23][C:22]=2[O:25][CH:26]([F:28])[F:27])[CH2:33][CH2:32]1. (7) Given the reactants CC1(C)[O:7][C@@H:6]2[C@@H:8]([OH:13])[C@@H:9]([OH:12])[CH2:10][O:11][C@@H:5]2[CH2:4][O:3]1.Cl.C([O-])(O)=O.[Na+], predict the reaction product. The product is: [OH:3][CH2:4][C@@H:5]1[C@H:6]([OH:7])[C@@H:8]([OH:13])[C@@H:9]([OH:12])[CH2:10][O:11]1.